The task is: Predict the reactants needed to synthesize the given product.. This data is from Full USPTO retrosynthesis dataset with 1.9M reactions from patents (1976-2016). Given the product [Cl:1][C:2]1[CH:7]=[C:6]([Cl:8])[CH:5]=[CH:4][C:3]=1[C:18]1[C:19]([CH2:26][CH3:27])=[N:20][CH:21]=[C:22]([CH2:24][CH3:25])[N:23]=1, predict the reactants needed to synthesize it. The reactants are: [Cl:1][C:2]1[CH:7]=[C:6]([Cl:8])[CH:5]=[CH:4][C:3]=1C1C(C)=NC=C(C)N=1.Cl[C:18]1[C:19]([CH2:26][CH3:27])=[N:20][CH:21]=[C:22]([CH2:24][CH3:25])[N:23]=1.